This data is from Reaction yield outcomes from USPTO patents with 853,638 reactions. The task is: Predict the reaction yield, written as a fraction of the theoretical maximum amount of product (1.0 means a 100% yield; for example, 0.34 means a 34% yield). (1) The reactants are [CH:1]([N:4]1[C:8]([C:9]([OH:11])=O)=[CH:7][C:6]([CH3:12])=[N:5]1)([CH3:3])[CH3:2].O1CCCC1.C(Cl)(=O)C(Cl)=O.[NH2:24][C:25]1[CH:26]=[C:27]([CH:44]=[CH:45][CH:46]=1)[O:28][C:29]1[CH:30]=[CH:31][C:32]2[N:33]([N:35]=[C:36]([NH:38][C:39]([CH:41]3[CH2:43][CH2:42]3)=[O:40])[N:37]=2)[CH:34]=1. The catalyst is CN(C)C=O.CN(C)C(=O)C. The product is [CH:41]1([C:39]([NH:38][C:36]2[N:37]=[C:32]3[CH:31]=[CH:30][C:29]([O:28][C:27]4[CH:26]=[C:25]([NH:24][C:9]([C:8]5[N:4]([CH:1]([CH3:2])[CH3:3])[N:5]=[C:6]([CH3:12])[CH:7]=5)=[O:11])[CH:46]=[CH:45][CH:44]=4)=[CH:34][N:33]3[N:35]=2)=[O:40])[CH2:42][CH2:43]1. The yield is 0.890. (2) The reactants are [Br:1][C:2]1[CH:7]=[C:6](F)[CH:5]=[CH:4][C:3]=1[N+:9]([O-:11])=[O:10].[CH3:12][N:13]1[CH2:18][CH2:17][NH:16][CH2:15][CH2:14]1.O. The catalyst is CCOC(C)=O. The product is [Br:1][C:2]1[CH:7]=[C:6]([N:16]2[CH2:17][CH2:18][N:13]([CH3:12])[CH2:14][CH2:15]2)[CH:5]=[CH:4][C:3]=1[N+:9]([O-:11])=[O:10]. The yield is 0.450. (3) The reactants are [CH3:1][N:2]1[CH:6]=[N:5][CH:4]=[N:3]1.C([Li])CCC.CCCCCC.Br[C:19]1[S:20][C:21]([C:25]2[N:29]3[N:30]=[C:31]([CH3:39])[CH:32]=[C:33]([CH:34]([CH2:37][CH3:38])[CH2:35][CH3:36])[C:28]3=[N:27][C:26]=2[CH3:40])=[C:22]([Br:24])[N:23]=1. The catalyst is C1COCC1.[Cl-].[Zn+2].[Cl-].C1C=CC(P(C2C=CC=CC=2)[C-]2C=CC=C2)=CC=1.C1C=CC(P(C2C=CC=CC=2)[C-]2C=CC=C2)=CC=1.Cl[Pd]Cl.[Fe+2]. The product is [Br:24][C:22]1[N:23]=[C:19]([C:6]2[N:2]([CH3:1])[N:3]=[CH:4][N:5]=2)[S:20][C:21]=1[C:25]1[N:29]2[N:30]=[C:31]([CH3:39])[CH:32]=[C:33]([CH:34]([CH2:35][CH3:36])[CH2:37][CH3:38])[C:28]2=[N:27][C:26]=1[CH3:40]. The yield is 0.540. (4) The reactants are [NH2:1][C:2]1[C:7]2=[C:8]([C:19]3[CH:24]=[CH:23][C:22]([NH:25][C:26](=[O:35])[NH:27][C:28]4[CH:33]=[CH:32][CH:31]=[C:30]([CH3:34])[N:29]=4)=[C:21]([F:36])[CH:20]=3)[C:9]([C:11]([NH:13][CH2:14][C:15]([F:18])([F:17])[F:16])=[O:12])=[CH:10][N:6]2[N:5]=[CH:4][N:3]=1.[C:37]([OH:44])(=[O:43])/[CH:38]=[CH:39]/[C:40]([OH:42])=[O:41]. The catalyst is C1COCC1. The product is [C:37]([OH:44])(=[O:43])/[CH:38]=[CH:39]/[C:40]([OH:42])=[O:41].[NH2:1][C:2]1[C:7]2=[C:8]([C:19]3[CH:24]=[CH:23][C:22]([NH:25][C:26](=[O:35])[NH:27][C:28]4[CH:33]=[CH:32][CH:31]=[C:30]([CH3:34])[N:29]=4)=[C:21]([F:36])[CH:20]=3)[C:9]([C:11]([NH:13][CH2:14][C:15]([F:18])([F:17])[F:16])=[O:12])=[CH:10][N:6]2[N:5]=[CH:4][N:3]=1. The yield is 0.710. (5) The reactants are CC1(C)C(C)(C)OB([C:9]2[CH:10]=[C:11]([CH:16]=[C:17]([NH:19][C:20]3[N:25]=[C:24]([C:26]([F:29])([F:28])[F:27])[CH:23]=[CH:22][N:21]=3)[CH:18]=2)[C:12]([O:14][CH3:15])=[O:13])O1.C1(P(C2CCCCC2)C2C=CC=CC=2C2C(C(C)C)=CC(C(C)C)=CC=2C(C)C)CCCCC1.C(=O)([O-])[O-].[Cs+].[Cs+].Br[C:72]1[S:76][CH:75]=[N:74][CH:73]=1. The catalyst is C1C=CC(/C=C/C(/C=C/C2C=CC=CC=2)=O)=CC=1.C1C=CC(/C=C/C(/C=C/C2C=CC=CC=2)=O)=CC=1.C1C=CC(/C=C/C(/C=C/C2C=CC=CC=2)=O)=CC=1.[Pd].[Pd].O.O1CCOCC1. The product is [S:76]1[C:72]([C:9]2[CH:10]=[C:11]([CH:16]=[C:17]([NH:19][C:20]3[N:25]=[C:24]([C:26]([F:29])([F:27])[F:28])[CH:23]=[CH:22][N:21]=3)[CH:18]=2)[C:12]([O:14][CH3:15])=[O:13])=[CH:73][N:74]=[CH:75]1. The yield is 0.720. (6) The reactants are CO/[CH:3]=[CH:4]/[C:5](=[O:7])[CH3:6].[F:8][CH:9]([F:15])[C:10](OCC)=O.CC(C)([O-])C.[K+].C(O)(=O)C.[NH3:26]. The catalyst is O.C(OCC)C. The product is [F:8][CH:9]([F:15])[C:10]1[CH:6]=[C:5]([OH:7])[CH:4]=[CH:3][N:26]=1. The yield is 0.320.